This data is from Forward reaction prediction with 1.9M reactions from USPTO patents (1976-2016). The task is: Predict the product of the given reaction. (1) Given the reactants [CH3:1][C:2]1[S:3][C:4]2[C:13]3[C:12](=[CH:14][C:15]#[N:16])[CH2:11][CH2:10][C:9]=3[CH:8]=[CH:7][C:5]=2[N:6]=1, predict the reaction product. The product is: [CH3:1][C:2]1[S:3][C:4]2[C:13]3[C:12](=[CH:14][CH2:15][NH2:16])[CH2:11][CH2:10][C:9]=3[CH:8]=[CH:7][C:5]=2[N:6]=1. (2) Given the reactants [ClH:1].CN(C(C1C=CC=CC=1)=O)[C:4]1[CH:5]=[C:6]([CH2:10][N:11]2[CH2:16][CH2:15][N:14]([C:17]3[C:22]([C:23]([O:25][CH:26]([CH3:28])[CH3:27])=[O:24])=[CH:21][CH:20]=[CH:19][N:18]=3)[CH2:13][CH2:12]2)[CH:7]=[CH:8][CH:9]=1.[C:37]1([C:43]([NH:45][C:46]2C=CC(CN3CCN(C4C(C(OC(C)C)=O)=CC=CN=4)CC3)=CC=2)=[O:44])[CH:42]=[CH:41][CH:40]=[CH:39][CH:38]=1.IC.[H-].[Na+], predict the reaction product. The product is: [ClH:1].[CH3:46][N:45]([C:43]([C:37]1[CH:42]=[CH:41][CH:40]=[CH:39][CH:38]=1)=[O:44])[C:9]1[CH:8]=[CH:7][C:6]([CH2:10][N:11]2[CH2:16][CH2:15][N:14]([C:17]3[C:22]([C:23]([O:25][CH:26]([CH3:27])[CH3:28])=[O:24])=[CH:21][CH:20]=[CH:19][N:18]=3)[CH2:13][CH2:12]2)=[CH:5][CH:4]=1. (3) Given the reactants [CH:1]([N:4]1[C:8]([C:9]2[N:18]=[C:17]3[N:11]([CH2:12][CH2:13][O:14][C:15]4[CH:22]=[C:21]([OH:23])[CH:20]=[CH:19][C:16]=43)[CH:10]=2)=[N:7][CH:6]=[N:5]1)([CH3:3])[CH3:2].[CH2:24]([O:31][C:32]([N:34]1[CH2:39][CH2:38][CH:37]([CH:40](O)[CH3:41])[CH2:36][CH2:35]1)=[O:33])[C:25]1[CH:30]=[CH:29][CH:28]=[CH:27][CH:26]=1.C1C=CC(P(C2C=CC=CC=2)C2C=CC=CC=2)=CC=1.CC(OC(/N=N/C(OC(C)C)=O)=O)C, predict the reaction product. The product is: [CH2:24]([O:31][C:32]([N:34]1[CH2:39][CH2:38][CH:37]([CH:40]([O:23][C:21]2[CH:20]=[CH:19][C:16]3[C:17]4[N:11]([CH2:12][CH2:13][O:14][C:15]=3[CH:22]=2)[CH:10]=[C:9]([C:8]2[N:4]([CH:1]([CH3:3])[CH3:2])[N:5]=[CH:6][N:7]=2)[N:18]=4)[CH3:41])[CH2:36][CH2:35]1)=[O:33])[C:25]1[CH:26]=[CH:27][CH:28]=[CH:29][CH:30]=1. (4) Given the reactants C(O[C@@H:5]1[O:22][C@H:21]([CH2:23][O:24][C:25](=[O:27])[CH3:26])[C@@H:16]([O:17][C:18](=[O:20])[CH3:19])[C@H:11]([O:12][C:13](=[O:15])[CH3:14])[C@H:6]1[O:7][C:8](=[O:10])[CH3:9])(=O)C.[CH3:28][C:29]([CH2:35][CH2:36][CH2:37][CH:38]([CH3:45])[CH2:39][CH2:40][CH2:41][CH:42]([CH3:44])[CH3:43])=[CH:30][CH2:31][CH2:32][CH2:33][OH:34].C(N(CC)CC)C, predict the reaction product. The product is: [C:8]([O:7][C@@H:6]1[C@@H:11]([O:12][C:13](=[O:15])[CH3:14])[C@H:16]([O:17][C:18](=[O:20])[CH3:19])[C@@H:21]([CH2:23][O:24][C:25](=[O:27])[CH3:26])[O:22][CH:5]1[O:34][CH2:33][CH2:32][CH2:31][CH:30]=[C:29]([CH3:28])[CH2:35][CH2:36][CH2:37][CH:38]([CH3:45])[CH2:39][CH2:40][CH2:41][CH:42]([CH3:44])[CH3:43])(=[O:10])[CH3:9]. (5) Given the reactants [OH:1][C@H:2]([C:18]1[CH:23]=[CH:22][CH:21]=[CH:20][CH:19]=1)[CH2:3][CH2:4][CH2:5][CH2:6][N:7]1[C:15](=[O:16])[C:14]2[C:9](=[CH:10][CH:11]=[CH:12][CH:13]=2)[C:8]1=[O:17].[C:24](OC(=O)C)(=[O:26])[CH3:25], predict the reaction product. The product is: [C:24]([O:1][C@H:2]([C:18]1[CH:23]=[CH:22][CH:21]=[CH:20][CH:19]=1)[CH2:3][CH2:4][CH2:5][CH2:6][N:7]1[C:8](=[O:17])[C:9]2[C:14](=[CH:13][CH:12]=[CH:11][CH:10]=2)[C:15]1=[O:16])(=[O:26])[CH3:25]. (6) Given the reactants [Br:1][C:2]1[CH:3]=[C:4]([C@@H:8]([NH:17][C:18]([C@@H:20]2[CH2:25][CH2:24][CH2:23][N:22]([C:26](=[O:42])[CH2:27][CH2:28][CH:29]3[CH2:34][CH2:33][N:32](C(OC(C)(C)C)=O)[CH2:31][CH2:30]3)[CH2:21]2)=[O:19])[CH2:9][C:10]([O:12]C(C)(C)C)=[O:11])[CH:5]=[N:6][CH:7]=1, predict the reaction product. The product is: [Br:1][C:2]1[CH:3]=[C:4]([C@@H:8]([NH:17][C:18]([C@@H:20]2[CH2:25][CH2:24][CH2:23][N:22]([C:26](=[O:42])[CH2:27][CH2:28][CH:29]3[CH2:34][CH2:33][NH:32][CH2:31][CH2:30]3)[CH2:21]2)=[O:19])[CH2:9][C:10]([OH:12])=[O:11])[CH:5]=[N:6][CH:7]=1.